Dataset: Reaction yield outcomes from USPTO patents with 853,638 reactions. Task: Predict the reaction yield, written as a fraction of the theoretical maximum amount of product (1.0 means a 100% yield; for example, 0.34 means a 34% yield). (1) The reactants are [C:1]([CH2:3][CH:4]([N:19]1[CH:23]=[CH:22][C:21]([C:24]2[C:25]3[CH:32]=[CH:31][N:30]([CH2:33][O:34][CH2:35][CH2:36][Si:37]([CH3:40])([CH3:39])[CH3:38])[C:26]=3[N:27]=[CH:28][N:29]=2)=[CH:20]1)[CH2:5][N:6]1[CH2:11][CH2:10][N:9](C(OC(C)(C)C)=O)[CH2:8][CH2:7]1)#[N:2].[ClH:41]. The catalyst is O1CCOCC1. The product is [ClH:41].[N:6]1([CH2:5][CH:4]([N:19]2[CH:23]=[CH:22][C:21]([C:24]3[C:25]4[CH:32]=[CH:31][N:30]([CH2:33][O:34][CH2:35][CH2:36][Si:37]([CH3:38])([CH3:40])[CH3:39])[C:26]=4[N:27]=[CH:28][N:29]=3)=[CH:20]2)[CH2:3][C:1]#[N:2])[CH2:11][CH2:10][NH:9][CH2:8][CH2:7]1. The yield is 1.00. (2) The reactants are [CH3:1][O:2][C:3]1[CH:4]=[C:5]2[C:10](=[CH:11][C:12]=1[O:13][CH3:14])[N:9]=[CH:8][N:7]=[C:6]2[O:15][C:16]1[CH:17]=[C:18]([CH:20]=[CH:21][CH:22]=1)[NH2:19].[CH:23]([C:26]1[CH:30]=[C:29]([NH:31][C:32](=O)[O:33]C2C=CC=CC=2)[N:28]([C:41]2[CH:46]=[CH:45][CH:44]=[CH:43][CH:42]=2)[N:27]=1)([CH3:25])[CH3:24]. The catalyst is C1COCC1.CN(C1C=CN=CC=1)C. The product is [CH3:1][O:2][C:3]1[CH:4]=[C:5]2[C:10](=[CH:11][C:12]=1[O:13][CH3:14])[N:9]=[CH:8][N:7]=[C:6]2[O:15][C:16]1[CH:17]=[C:18]([NH:19][C:32]([NH:31][C:29]2[N:28]([C:41]3[CH:42]=[CH:43][CH:44]=[CH:45][CH:46]=3)[N:27]=[C:26]([CH:23]([CH3:25])[CH3:24])[CH:30]=2)=[O:33])[CH:20]=[CH:21][CH:22]=1. The yield is 0.600.